This data is from Forward reaction prediction with 1.9M reactions from USPTO patents (1976-2016). The task is: Predict the product of the given reaction. (1) The product is: [Br:1][C:2]1[C:3]([N:16]([CH3:21])[S:17]([CH3:20])(=[O:19])=[O:18])=[CH:4][C:5]2[O:9][C:8]([C:27]3[CH:28]=[N:29][C:24]([C:23]([F:34])([F:33])[F:22])=[CH:25][CH:26]=3)=[C:7]([C:11]([NH:13][CH3:14])=[O:12])[C:6]=2[CH:15]=1. Given the reactants [Br:1][C:2]1[C:3]([N:16]([CH3:21])[S:17]([CH3:20])(=[O:19])=[O:18])=[CH:4][C:5]2[O:9][C:8](I)=[C:7]([C:11]([NH:13][CH3:14])=[O:12])[C:6]=2[CH:15]=1.[F:22][C:23]([F:34])([F:33])[C:24]1[N:29]=[CH:28][C:27](B(O)O)=[CH:26][CH:25]=1.C([O-])([O-])=O.[Na+].[Na+].O, predict the reaction product. (2) Given the reactants [Br:1][C:2]1[CH:10]=[C:9]2[C:5]([CH:6]([CH3:22])[N:7]([C@@H:12]([C:14]3[CH:19]=[CH:18][C:17]([O:20][CH3:21])=[CH:16][CH:15]=3)[CH3:13])[C:8]2=[O:11])=[CH:4][CH:3]=1.Cl[C:24]1[C:29]([F:30])=[CH:28][N:27]=[CH:26][N:25]=1.C[Si](C)(C)[N-][Si](C)(C)C.[K+].Cl, predict the reaction product. The product is: [Br:1][C:2]1[CH:10]=[C:9]2[C:5]([C:6]([C:24]3[C:29]([F:30])=[CH:28][N:27]=[CH:26][N:25]=3)([CH3:22])[N:7]([C@@H:12]([C:14]3[CH:15]=[CH:16][C:17]([O:20][CH3:21])=[CH:18][CH:19]=3)[CH3:13])[C:8]2=[O:11])=[CH:4][CH:3]=1. (3) Given the reactants [Cl:1][C:2]1[C:10]2[N:9]=[C:8]3[N:11]([C:15]4[CH:20]=[CH:19][C:18]([Cl:21])=[CH:17][C:16]=4[Cl:22])[CH2:12][CH2:13][CH2:14][N:7]3[C:6]=2[C:5]([CH:23](O)[CH2:24][CH3:25])=[CH:4][CH:3]=1, predict the reaction product. The product is: [Cl:1][C:2]1[C:10]2[N:9]=[C:8]3[N:11]([C:15]4[CH:20]=[CH:19][C:18]([Cl:21])=[CH:17][C:16]=4[Cl:22])[CH2:12][CH2:13][CH2:14][N:7]3[C:6]=2[C:5]([CH:23]([N:7]2[CH:6]=[CH:10][N:9]=[CH:8]2)[CH2:24][CH3:25])=[CH:4][CH:3]=1. (4) Given the reactants [F:1][C:2]1[CH:7]=[C:6]([N+:8]([O-:10])=[O:9])[CH:5]=[C:4]([F:11])[C:3]=1[C:12](C)([C:18](OCC)=O)[C:13]([O:15]CC)=[O:14].S(=O)(=O)(O)O.O, predict the reaction product. The product is: [F:1][C:2]1[CH:7]=[C:6]([N+:8]([O-:10])=[O:9])[CH:5]=[C:4]([F:11])[C:3]=1[CH:12]([CH3:18])[C:13]([OH:15])=[O:14]. (5) Given the reactants [CH3:1][O:2][C:3]1[C:4]([N:9]2[CH2:14][CH2:13][CH:12]([CH2:15][N:16]3[CH2:25][C:24]4[C:19](=[CH:20][CH:21]=[CH:22][CH:23]=4)[NH:18][C:17]3=[O:26])[CH2:11][CH2:10]2)=[N:5][CH:6]=[N:7][CH:8]=1.I[C:28]1[CH:33]=[CH:32][N:31]=[C:30]([C:34]#[N:35])[CH:29]=1, predict the reaction product. The product is: [CH3:1][O:2][C:3]1[C:4]([N:9]2[CH2:10][CH2:11][CH:12]([CH2:15][N:16]3[CH2:25][C:24]4[C:19](=[CH:20][CH:21]=[CH:22][CH:23]=4)[N:18]([C:28]4[CH:33]=[CH:32][N:31]=[C:30]([C:34]#[N:35])[CH:29]=4)[C:17]3=[O:26])[CH2:13][CH2:14]2)=[N:5][CH:6]=[N:7][CH:8]=1. (6) Given the reactants C(O[BH-](OC(=O)C)OC(=O)C)(=O)C.[Na+].C(O)(=O)C.[CH3:19][C:20]1[CH:24]=[C:23]([N:25]2[CH2:30][CH2:29][NH:28][CH2:27][CH2:26]2)[N:22]([C:31]2[CH:36]=[CH:35][CH:34]=[CH:33][CH:32]=2)[N:21]=1.CC(C)(OC([N:43]1[CH2:47][C:46](=O)[CH2:45][C@H:44]1[C:49]([N:51]1[CH2:55][CH2:54][S:53][CH2:52]1)=[O:50])=O)C.O, predict the reaction product. The product is: [CH3:19][C:20]1[CH:24]=[C:23]([N:25]2[CH2:30][CH2:29][N:28]([C@@H:46]3[CH2:47][NH:43][C@H:44]([C:49]([N:51]4[CH2:55][CH2:54][S:53][CH2:52]4)=[O:50])[CH2:45]3)[CH2:27][CH2:26]2)[N:22]([C:31]2[CH:32]=[CH:33][CH:34]=[CH:35][CH:36]=2)[N:21]=1. (7) The product is: [CH3:31][O:30][C:26]([NH:27][NH:28][CH:12]([C:7]1[CH:8]=[C:9]2[C:4](=[CH:5][CH:6]=1)[N:3]=[C:2]([CH3:1])[CH:11]=[CH:10]2)[CH3:13])=[O:29]. Given the reactants [CH3:1][C:2]1[CH:11]=[CH:10][C:9]2[C:4](=[CH:5][CH:6]=[C:7]([C:12](=O)[CH3:13])[CH:8]=2)[N:3]=1.C1(C)C=CC(S(O)(=O)=O)=CC=1.[C:26]([O:30][CH3:31])(=[O:29])[NH:27][NH2:28].C(=O)(O)[O-].[Na+], predict the reaction product. (8) Given the reactants Br[C:2]1[CH:3]=[N:4][CH:5]=[C:6]2[C:11]=1[N:10]=[C:9]([C:12]([NH:14][CH:15]([C:17]([OH:20])([CH3:19])[CH3:18])[CH3:16])=[O:13])[CH:8]=[CH:7]2.[F:21][C:22]([F:35])([F:34])[CH2:23][O:24][C:25]1[CH:30]=[CH:29][C:28](B(O)O)=[CH:27][CH:26]=1, predict the reaction product. The product is: [OH:20][C:17]([CH3:19])([CH3:18])[CH:15]([NH:14][C:12]([C:9]1[CH:8]=[CH:7][C:6]2[C:11](=[C:2]([C:28]3[CH:27]=[CH:26][C:25]([O:24][CH2:23][C:22]([F:21])([F:34])[F:35])=[CH:30][CH:29]=3)[CH:3]=[N:4][CH:5]=2)[N:10]=1)=[O:13])[CH3:16]. (9) Given the reactants C1(P(C2C=CC=CC=2)C2C=CC=CC=2)C=CC=CC=1.N(C(OC(C)C)=O)=NC(OC(C)C)=O.[CH:34](=[C:41]1/[CH2:42][N:43]([C:48]([C:61]2[CH:66]=[CH:65][CH:64]=[CH:63][CH:62]=2)([C:55]2[CH:60]=[CH:59][CH:58]=[CH:57][CH:56]=2)[C:49]2[CH:54]=[CH:53][CH:52]=[CH:51][CH:50]=2)[CH2:44][CH2:45][CH:46]/1O)/[C:35]1[CH:40]=[CH:39][CH:38]=[CH:37][CH:36]=1.[C:67]([OH:70])(=[S:69])[CH3:68], predict the reaction product. The product is: [C:67]([S:69][CH:46]1[CH2:45][CH2:44][N:43]([C:48]([C:49]2[CH:50]=[CH:51][CH:52]=[CH:53][CH:54]=2)([C:61]2[CH:62]=[CH:63][CH:64]=[CH:65][CH:66]=2)[C:55]2[CH:60]=[CH:59][CH:58]=[CH:57][CH:56]=2)[CH2:42]/[C:41]/1=[CH:34]\[C:35]1[CH:40]=[CH:39][CH:38]=[CH:37][CH:36]=1)(=[O:70])[CH3:68].